From a dataset of Full USPTO retrosynthesis dataset with 1.9M reactions from patents (1976-2016). Predict the reactants needed to synthesize the given product. The reactants are: [F:1][C:2]1[CH:3]=[C:4]([CH:8]=[CH:9][C:10]=1[OH:11])[C:5](O)=[O:6].Cl.[CH3:13][NH:14][CH3:15].O.ON1C2C=CC=CC=2N=N1.Cl.C(N=C=NCCCN(C)C)C.O.Cl. Given the product [F:1][C:2]1[CH:3]=[C:4]([CH:8]=[CH:9][C:10]=1[OH:11])[C:5]([N:14]([CH3:15])[CH3:13])=[O:6], predict the reactants needed to synthesize it.